From a dataset of Forward reaction prediction with 1.9M reactions from USPTO patents (1976-2016). Predict the product of the given reaction. (1) Given the reactants [F:1][C:2]1[CH:7]=[C:6]([F:8])[CH:5]=[CH:4][C:3]=1[CH2:9][O:10][C:11]1[CH:20]=[CH:19][C:18]([C:21]([N:23]2[CH2:28][CH2:27][O:26][CH2:25][CH2:24]2)=[O:22])=[CH:17][C:12]=1[C:13](OC)=[O:14].[OH-].[Li+].Cl.C(N(C(C)C)CC)(C)C.[F:41][C:42]1[C:47]([NH2:48])=[CH:46][CH:45]=[CH:44][N:43]=1.CN(C(ON1N=NC2C=CC=NC1=2)=[N+](C)C)C.F[P-](F)(F)(F)(F)F, predict the reaction product. The product is: [F:1][C:2]1[CH:7]=[C:6]([F:8])[CH:5]=[CH:4][C:3]=1[CH2:9][O:10][C:11]1[CH:20]=[CH:19][C:18]([C:21]([N:23]2[CH2:24][CH2:25][O:26][CH2:27][CH2:28]2)=[O:22])=[CH:17][C:12]=1[C:13]([NH:48][C:47]1[C:42]([F:41])=[N:43][CH:44]=[CH:45][CH:46]=1)=[O:14]. (2) Given the reactants [F:1][C:2]([F:12])([F:11])[C:3]1[C:4]([Cl:10])=[N:5][C:6](Cl)=[N:7][CH:8]=1.CCOCC.[NH2:18][C:19]1[CH:20]=[C:21]2[C:25](=[CH:26][CH:27]=1)[NH:24][C:23](=[O:28])[CH2:22]2.C(N(CC)CC)C, predict the reaction product. The product is: [Cl:10][C:4]1[C:3]([C:2]([F:12])([F:11])[F:1])=[CH:8][N:7]=[C:6]([NH:18][C:19]2[CH:20]=[C:21]3[C:25](=[CH:26][CH:27]=2)[NH:24][C:23](=[O:28])[CH2:22]3)[N:5]=1. (3) Given the reactants CC1C=CC(S(O[CH2:12][CH:13]2[CH2:17][C:16]3[CH:18]=[CH:19][CH:20]=[C:21]([C:22]4[CH:27]=[C:26]([Cl:28])[CH:25]=[CH:24][C:23]=4[CH3:29])[C:15]=3[O:14]2)(=O)=O)=CC=1.[CH3:30][NH2:31], predict the reaction product. The product is: [CH3:30][NH:31][CH2:12][CH:13]1[CH2:17][C:16]2[CH:18]=[CH:19][CH:20]=[C:21]([C:22]3[CH:27]=[C:26]([Cl:28])[CH:25]=[CH:24][C:23]=3[CH3:29])[C:15]=2[O:14]1. (4) The product is: [NH:1]1[C:9]2[C:4](=[N:5][CH:6]=[C:7]([C:10]([OH:12])=[O:11])[CH:8]=2)[CH:3]=[N:2]1. Given the reactants [NH:1]1[C:9]2[C:4](=[N:5][CH:6]=[C:7]([C:10]([O:12]C)=[O:11])[CH:8]=2)[CH:3]=[N:2]1.[OH-].[Na+], predict the reaction product. (5) Given the reactants [C:1]1([CH:7]([C:31]2[CH:36]=[CH:35][CH:34]=[CH:33][CH:32]=2)[N:8]2[C:16]3[C:11](=[CH:12][CH:13]=[CH:14][C:15]=3[F:17])[C:10](O)([C:18]3[C:27]([OH:28])=[CH:26][C:21]4[O:22][CH2:23][CH2:24][O:25][C:20]=4[CH:19]=3)[C:9]2=[O:30])[CH:6]=[CH:5][CH:4]=[CH:3][CH:2]=1.C([SiH](CC)CC)C, predict the reaction product. The product is: [C:31]1([CH:7]([C:1]2[CH:2]=[CH:3][CH:4]=[CH:5][CH:6]=2)[N:8]2[C:16]3[C:11](=[CH:12][CH:13]=[CH:14][C:15]=3[F:17])[CH:10]([C:18]3[C:27]([OH:28])=[CH:26][C:21]4[O:22][CH2:23][CH2:24][O:25][C:20]=4[CH:19]=3)[C:9]2=[O:30])[CH:32]=[CH:33][CH:34]=[CH:35][CH:36]=1. (6) Given the reactants [C:1]([O:5][C:6](=[O:18])[NH:7][C@@H:8]1[CH2:12][CH2:11][N:10]([C:13](=O)[C@H:14]([OH:16])[CH3:15])[CH2:9]1)([CH3:4])([CH3:3])[CH3:2].B.CO, predict the reaction product. The product is: [C:1]([O:5][C:6](=[O:18])[NH:7][C@@H:8]1[CH2:12][CH2:11][N:10]([CH2:13][C@H:14]([OH:16])[CH3:15])[CH2:9]1)([CH3:3])([CH3:2])[CH3:4].